From a dataset of Catalyst prediction with 721,799 reactions and 888 catalyst types from USPTO. Predict which catalyst facilitates the given reaction. (1) Reactant: [O:1]=[C:2]1[NH:7][C:6]2[CH:8]=[C:9]([C:12](OC)=[O:13])[CH:10]=[N:11][C:5]=2[N:4]2[CH2:16][CH2:17][CH2:18][CH2:19][CH:3]12.[H-].[Na+].[H-].[Al+3].[Li+].[H-].[H-].[H-].CO. Product: [OH:13][CH2:12][C:9]1[CH:10]=[N:11][C:5]2[N:4]3[CH2:16][CH2:17][CH2:18][CH2:19][CH:3]3[C:2](=[O:1])[NH:7][C:6]=2[CH:8]=1. The catalyst class is: 253. (2) Reactant: [F:1][C:2]1[CH:7]=[CH:6][C:5]([N+:8]([O-:10])=[O:9])=[CH:4][CH:3]=1.Cl[CH2:12][C:13]([O:15][CH3:16])=[O:14].CC(C)([O-])C.[K+].OS([O-])(=O)=O.[K+]. Product: [F:1][C:2]1[CH:7]=[CH:6][C:5]([N+:8]([O-:10])=[O:9])=[C:4]([CH2:12][C:13]([O:15][CH3:16])=[O:14])[CH:3]=1. The catalyst class is: 3. (3) Reactant: [O:1]1CCO[CH:2]1[C:6]1[CH:11]=[CH:10][C:9]([C:12]2[C:21]([C:22]3[CH:27]=[CH:26][CH:25]=[CH:24][CH:23]=3)=[CH:20][C:19]3[C:18]4=[N:28][N:29]=[CH:30][N:17]4[CH:16]=[CH:15][C:14]=3[N:13]=2)=[CH:8][CH:7]=1. Product: [C:22]1([C:21]2[C:12]([C:9]3[CH:8]=[CH:7][C:6]([CH:2]=[O:1])=[CH:11][CH:10]=3)=[N:13][C:14]3[CH:15]=[CH:16][N:17]4[CH:30]=[N:29][N:28]=[C:18]4[C:19]=3[CH:20]=2)[CH:27]=[CH:26][CH:25]=[CH:24][CH:23]=1. The catalyst class is: 393.